From a dataset of In vitro SARS-CoV-2 activity screen of 1,480 approved drugs from Prestwick library. Binary Classification. Given a drug SMILES string, predict its activity (active/inactive) in a high-throughput screening assay against a specified biological target. (1) The compound is CC[C@H](C)C(=O)O[C@H]1C[C@H](O)C=C2C=C[C@H](C)[C@H](CC[C@@H](O)C[C@@H](O)CC(=O)O)[C@H]21. The result is 0 (inactive). (2) The result is 0 (inactive). The drug is Cl.O=C1OC(CN2CCOCC2)CN1/N=C/c1ccc([N+](=O)[O-])o1. (3) The drug is O=[N+]([O-])O[C@H]1CO[C@H]2[C@@H]1OC[C@H]2O[N+](=O)[O-]. The result is 0 (inactive).